Dataset: Forward reaction prediction with 1.9M reactions from USPTO patents (1976-2016). Task: Predict the product of the given reaction. Given the reactants [Br:1][C:2]1[CH:7]=[CH:6][C:5](Br)=[CH:4][N:3]=1.[Cl:9][C:10]1[CH:17]=[C:16]([N:18]2[C:22]([CH3:23])=[C:21]([CH:24]=[O:25])[C:20]([CH3:26])=[N:19]2)[CH:15]=[CH:14][C:11]=1[C:12]#[N:13].C1COCC1.[Cl-].[NH4+], predict the reaction product. The product is: [Br:1][C:2]1[N:3]=[CH:4][C:5]([CH:24]([OH:25])[C:21]2[C:20]([CH3:26])=[N:19][N:18]([C:16]3[CH:15]=[CH:14][C:11]([C:12]#[N:13])=[C:10]([Cl:9])[CH:17]=3)[C:22]=2[CH3:23])=[CH:6][CH:7]=1.